This data is from Forward reaction prediction with 1.9M reactions from USPTO patents (1976-2016). The task is: Predict the product of the given reaction. (1) Given the reactants [Cl:1][C:2]1[C:10]2[N:9]=[C:8]3[N:11]([C:15]4[CH:20]=[CH:19][C:18]([Cl:21])=[CH:17][C:16]=4[Cl:22])[CH2:12][CH2:13][CH2:14][N:7]3[C:6]=2[C:5]([CH2:23]O)=[CH:4][CH:3]=1.S(Cl)(Cl)=O.C(N(CC)CC)C.[CH2:36]([S-:38])[CH3:37].[Na+], predict the reaction product. The product is: [Cl:1][C:2]1[C:10]2[N:9]=[C:8]3[N:11]([C:15]4[CH:20]=[CH:19][C:18]([Cl:21])=[CH:17][C:16]=4[Cl:22])[CH2:12][CH2:13][CH2:14][N:7]3[C:6]=2[C:5]([CH2:23][S:38][CH2:36][CH3:37])=[CH:4][CH:3]=1. (2) Given the reactants [F:1][C:2]1[CH:7]=[CH:6][C:5]([S:8]([C:11]2[CH:12]=[CH:13][C:14]([CH:29]([CH3:31])[CH3:30])=[C:15]([S:17]([NH:20][CH2:21][CH2:22][C:23]3[CH:24]=[N:25][CH:26]=[CH:27][CH:28]=3)(=[O:19])=[O:18])[CH:16]=2)(=[O:10])=[O:9])=[CH:4][CH:3]=1.OO.C(O)(=[O:36])C.C(=O)(O)[O-], predict the reaction product. The product is: [F:1][C:2]1[CH:7]=[CH:6][C:5]([S:8]([C:11]2[CH:12]=[CH:13][C:14]([CH:29]([CH3:31])[CH3:30])=[C:15]([S:17]([NH:20][CH2:21][CH2:22][C:23]3[CH:24]=[N+:25]([O-:36])[CH:26]=[CH:27][CH:28]=3)(=[O:18])=[O:19])[CH:16]=2)(=[O:9])=[O:10])=[CH:4][CH:3]=1.